Dataset: Full USPTO retrosynthesis dataset with 1.9M reactions from patents (1976-2016). Task: Predict the reactants needed to synthesize the given product. (1) The reactants are: [CH:1]1[C:6]([C:7]([CH2:9]Br)=O)=[CH:5][CH:4]=[C:3]([Br:11])[CH:2]=1.[C:12]([NH2:15])(=[S:14])[CH3:13]. Given the product [Br:11][C:3]1[CH:4]=[CH:5][C:6]([C:7]2[N:15]=[C:12]([CH3:13])[S:14][CH:9]=2)=[CH:1][CH:2]=1, predict the reactants needed to synthesize it. (2) Given the product [CH:1]1([C@@H:4]([C:11]2[CH:16]=[CH:15][CH:14]=[C:13]([O:17][CH2:18][C:19]3[CH:24]=[N:23][C:22]([C:25]4[CH:30]=[C:29]([O:31][CH3:32])[CH:28]=[CH:27][C:26]=4[F:33])=[C:21]([C:34]4[S:35][C:36]([CH3:39])=[CH:37][CH:38]=4)[N:20]=3)[CH:12]=2)[CH2:5][C:6]([OH:8])=[O:7])[CH2:3][CH2:2]1, predict the reactants needed to synthesize it. The reactants are: [CH:1]1([C@@H:4]([C:11]2[CH:16]=[CH:15][CH:14]=[C:13]([O:17][CH2:18][C:19]3[CH:24]=[N:23][C:22]([C:25]4[CH:30]=[C:29]([O:31][CH3:32])[CH:28]=[CH:27][C:26]=4[F:33])=[C:21]([C:34]4[S:35][C:36]([CH3:39])=[CH:37][CH:38]=4)[N:20]=3)[CH:12]=2)[CH2:5][C:6]([O:8]CC)=[O:7])[CH2:3][CH2:2]1.[OH-].[Na+]. (3) The reactants are: C([Sn](CCCC)(CCCC)[C:6]1[CH:11]=[CH:10][CH:9]=[CH:8][N:7]=1)CCC.[F:20][C:21]([F:47])([F:46])[C:22]1[CH:23]=[C:24]([NH:32][C:33](=[O:45])[C:34]2[CH:39]=[C:38](I)[CH:37]=[CH:36][C:35]=2[O:41][CH2:42][O:43][CH3:44])[CH:25]=[C:26]([C:28]([F:31])([F:30])[F:29])[CH:27]=1.O. Given the product [F:20][C:21]([F:46])([F:47])[C:22]1[CH:23]=[C:24]([NH:32][C:33](=[O:45])[C:34]2[CH:39]=[C:38]([C:6]3[CH:11]=[CH:10][CH:9]=[CH:8][N:7]=3)[CH:37]=[CH:36][C:35]=2[O:41][CH2:42][O:43][CH3:44])[CH:25]=[C:26]([C:28]([F:30])([F:31])[F:29])[CH:27]=1, predict the reactants needed to synthesize it. (4) Given the product [CH2:16]([O:1][C:2]1[CH:9]=[CH:8][CH:7]=[CH:6][C:3]=1[C:4]#[N:5])[CH2:17][CH3:18], predict the reactants needed to synthesize it. The reactants are: [OH:1][C:2]1[CH:9]=[CH:8][CH:7]=[CH:6][C:3]=1[C:4]#[N:5].C(=O)([O-])[O-].[K+].[K+].[CH3:16][CH2:17][CH2:18]Br. (5) Given the product [Br:14][C:15]1[CH:20]=[CH:19][C:18]([C:2]2([CH3:13])[CH2:7][CH2:6][N:5]([C:8]([O:10][CH2:11][CH3:12])=[O:9])[CH2:4][CH2:3]2)=[CH:17][CH:16]=1, predict the reactants needed to synthesize it. The reactants are: O[C:2]1([CH3:13])[CH2:7][CH2:6][N:5]([C:8]([O:10][CH2:11][CH3:12])=[O:9])[CH2:4][CH2:3]1.[Br:14][C:15]1[CH:20]=[CH:19][CH:18]=[CH:17][CH:16]=1.FC(F)(F)S(O)(=O)=O.[OH-].[Na+]. (6) Given the product [F:31][C:32]1[CH:37]=[CH:36][CH:35]=[CH:34][C:33]=1[N:38]1[CH2:43][CH2:42][N:41]([C:23]([NH:1][C:2]2[CH:3]=[CH:4][C:5]3[S:9][C:8]([CH3:10])=[N:7][C:6]=3[CH:11]=2)=[O:29])[CH2:40][CH2:39]1, predict the reactants needed to synthesize it. The reactants are: [NH2:1][C:2]1[CH:3]=[CH:4][C:5]2[S:9][C:8]([CH3:10])=[N:7][C:6]=2[CH:11]=1.C(N(CC)CC)C.ClC(Cl)(O[C:23](=[O:29])OC(Cl)(Cl)Cl)Cl.[F:31][C:32]1[CH:37]=[CH:36][CH:35]=[CH:34][C:33]=1[N:38]1[CH2:43][CH2:42][NH:41][CH2:40][CH2:39]1. (7) Given the product [CH3:25][C:15]1[N:14]=[C:13]([C:5]#[N:4])[CH:18]=[C:17]([C:19]2[CH:24]=[CH:23][CH:22]=[CH:21][N:20]=2)[N:16]=1, predict the reactants needed to synthesize it. The reactants are: [C-]#N.[Na+].[N:4]12CCN(CC1)C[CH2:5]2.Cl[C:13]1[CH:18]=[C:17]([C:19]2[CH:24]=[CH:23][CH:22]=[CH:21][N:20]=2)[N:16]=[C:15]([CH3:25])[N:14]=1.